Dataset: Full USPTO retrosynthesis dataset with 1.9M reactions from patents (1976-2016). Task: Predict the reactants needed to synthesize the given product. Given the product [CH2:23]([O:22][C@@H:5]([CH2:6][C:7]1[CH:8]=[CH:9][C:10]([O:13][CH2:14][C:15]2[S:16][C:17]([C:35]3[CH:34]=[CH:33][C:32]([C:31]4[N:27]([CH3:26])[N:28]=[N:29][N:30]=4)=[CH:37][CH:36]=3)=[CH:18][C:19]=2[CH3:20])=[CH:11][CH:12]=1)[C:4]([OH:3])=[O:25])[CH3:24], predict the reactants needed to synthesize it. The reactants are: C([O:3][C:4](=[O:25])[C@@H:5]([O:22][CH2:23][CH3:24])[CH2:6][C:7]1[CH:12]=[CH:11][C:10]([O:13][CH2:14][C:15]2[S:16][C:17](Br)=[CH:18][C:19]=2[CH3:20])=[CH:9][CH:8]=1)C.[CH3:26][N:27]1[C:31]([C:32]2[CH:37]=[CH:36][C:35](B3OC(C)(C)C(C)(C)O3)=[CH:34][CH:33]=2)=[N:30][N:29]=[N:28]1.